Dataset: Ames mutagenicity test results for genotoxicity prediction. Task: Regression/Classification. Given a drug SMILES string, predict its toxicity properties. Task type varies by dataset: regression for continuous values (e.g., LD50, hERG inhibition percentage) or binary classification for toxic/non-toxic outcomes (e.g., AMES mutagenicity, cardiotoxicity, hepatotoxicity). Dataset: ames. (1) The molecule is CC(=O)Nc1ccc(OCC(O)CNC(C)C)cc1. The result is 0 (non-mutagenic). (2) The molecule is Nc1nc(N)c2[nH]cnc2n1. The result is 0 (non-mutagenic). (3) The compound is CCCCC(CC)COP(=O)(OCC(CC)CCCC)OCC(CC)CCCC. The result is 0 (non-mutagenic).